This data is from NCI-60 drug combinations with 297,098 pairs across 59 cell lines. The task is: Regression. Given two drug SMILES strings and cell line genomic features, predict the synergy score measuring deviation from expected non-interaction effect. (1) Drug 1: CC1=C(C(CCC1)(C)C)C=CC(=CC=CC(=CC(=O)O)C)C. Drug 2: CC1=C(C=C(C=C1)NC(=O)C2=CC=C(C=C2)CN3CCN(CC3)C)NC4=NC=CC(=N4)C5=CN=CC=C5. Cell line: IGROV1. Synergy scores: CSS=-0.393, Synergy_ZIP=1.69, Synergy_Bliss=2.31, Synergy_Loewe=-1.98, Synergy_HSA=-2.85. (2) Drug 1: C1=CN(C(=O)N=C1N)C2C(C(C(O2)CO)O)O.Cl. Drug 2: CCC(=C(C1=CC=CC=C1)C2=CC=C(C=C2)OCCN(C)C)C3=CC=CC=C3.C(C(=O)O)C(CC(=O)O)(C(=O)O)O. Synergy scores: CSS=37.9, Synergy_ZIP=-1.61, Synergy_Bliss=6.38, Synergy_Loewe=0.545, Synergy_HSA=9.45. Cell line: KM12. (3) Drug 1: CCC(=C(C1=CC=CC=C1)C2=CC=C(C=C2)OCCN(C)C)C3=CC=CC=C3.C(C(=O)O)C(CC(=O)O)(C(=O)O)O. Drug 2: C1=NC2=C(N1)C(=S)N=CN2. Cell line: MOLT-4. Synergy scores: CSS=71.6, Synergy_ZIP=-2.21, Synergy_Bliss=-0.775, Synergy_Loewe=-10.2, Synergy_HSA=3.22.